This data is from Merck oncology drug combination screen with 23,052 pairs across 39 cell lines. The task is: Regression. Given two drug SMILES strings and cell line genomic features, predict the synergy score measuring deviation from expected non-interaction effect. (1) Drug 1: Cc1nc(Nc2ncc(C(=O)Nc3c(C)cccc3Cl)s2)cc(N2CCN(CCO)CC2)n1. Cell line: UWB1289BRCA1. Synergy scores: synergy=5.09. Drug 2: CC1(c2nc3c(C(N)=O)cccc3[nH]2)CCCN1. (2) Drug 1: COc1cccc2c1C(=O)c1c(O)c3c(c(O)c1C2=O)CC(O)(C(=O)CO)CC3OC1CC(N)C(O)C(C)O1. Drug 2: CCN(CC)CCNC(=O)c1c(C)[nH]c(C=C2C(=O)Nc3ccc(F)cc32)c1C. Cell line: OV90. Synergy scores: synergy=-12.7. (3) Drug 1: COC1CC2CCC(C)C(O)(O2)C(=O)C(=O)N2CCCCC2C(=O)OC(C(C)CC2CCC(OP(C)(C)=O)C(OC)C2)CC(=O)C(C)C=C(C)C(O)C(OC)C(=O)C(C)CC(C)C=CC=CC=C1C. Cell line: KPL1. Drug 2: CCC1(O)C(=O)OCc2c1cc1n(c2=O)Cc2cc3c(CN(C)C)c(O)ccc3nc2-1. Synergy scores: synergy=53.4. (4) Synergy scores: synergy=44.9. Cell line: LNCAP. Drug 1: CC1(c2nc3c(C(N)=O)cccc3[nH]2)CCCN1. Drug 2: CCc1cnn2c(NCc3ccc[n+]([O-])c3)cc(N3CCCCC3CCO)nc12. (5) Drug 1: COC1CC2CCC(C)C(O)(O2)C(=O)C(=O)N2CCCCC2C(=O)OC(C(C)CC2CCC(OP(C)(C)=O)C(OC)C2)CC(=O)C(C)C=C(C)C(O)C(OC)C(=O)C(C)CC(C)C=CC=CC=C1C. Cell line: T47D. Synergy scores: synergy=22.7. Drug 2: CCc1cnn2c(NCc3ccc[n+]([O-])c3)cc(N3CCCCC3CCO)nc12. (6) Drug 1: O=C(NOCC(O)CO)c1ccc(F)c(F)c1Nc1ccc(I)cc1F. Drug 2: CC1(c2nc3c(C(N)=O)cccc3[nH]2)CCCN1. Cell line: LNCAP. Synergy scores: synergy=-6.56. (7) Drug 1: CCC1=CC2CN(C1)Cc1c([nH]c3ccccc13)C(C(=O)OC)(c1cc3c(cc1OC)N(C)C1C(O)(C(=O)OC)C(OC(C)=O)C4(CC)C=CCN5CCC31C54)C2. Drug 2: C=CCn1c(=O)c2cnc(Nc3ccc(N4CCN(C)CC4)cc3)nc2n1-c1cccc(C(C)(C)O)n1. Cell line: UWB1289. Synergy scores: synergy=72.7.